This data is from Forward reaction prediction with 1.9M reactions from USPTO patents (1976-2016). The task is: Predict the product of the given reaction. (1) Given the reactants [CH3:1][N:2]1[CH:6]=[CH:5][N:4]=[CH:3]1.[O-:7][S:8]([C:11]([F:14])([F:13])[F:12])(=[O:10])=[O:9].[F:15][C:16]([F:26])([F:25])[CH2:17][I+]C1C=CC=CC=1, predict the reaction product. The product is: [O-:10][S:8]([C:11]([F:14])([F:13])[F:12])(=[O:9])=[O:7].[CH3:1][N+:2]1[CH:6]=[CH:5][N:4]([CH2:17][C:16]([F:26])([F:25])[F:15])[CH:3]=1. (2) Given the reactants [OH:1][C:2]1[CH:9]=[CH:8][C:5]([CH:6]=[O:7])=[CH:4][C:3]=1[CH:10]=O.C([O-])([O-])=O.[K+].[K+].Br[CH2:19][C:20]([O:22][CH2:23][CH3:24])=[O:21], predict the reaction product. The product is: [CH:6]([C:5]1[CH:8]=[CH:9][C:2]2[O:1][C:19]([C:20]([O:22][CH2:23][CH3:24])=[O:21])=[CH:10][C:3]=2[CH:4]=1)=[O:7]. (3) The product is: [NH2:1][C:2]1[C:7]([NH2:8])=[CH:6][N:5]=[C:4]([C:11]([NH:13][C:14]2[CH:19]=[C:18]([C:20]([F:23])([F:22])[F:21])[CH:17]=[CH:16][N:15]=2)=[O:12])[CH:3]=1. Given the reactants [NH2:1][C:2]1[C:7]([N+:8]([O-])=O)=[CH:6][N:5]=[C:4]([C:11]([NH:13][C:14]2[CH:19]=[C:18]([C:20]([F:23])([F:22])[F:21])[CH:17]=[CH:16][N:15]=2)=[O:12])[CH:3]=1, predict the reaction product. (4) Given the reactants [C:1]([C:4]1[N:5]=[CH:6][C:7]([NH:10][C:11](=[O:16])[C:12]([CH3:15])([CH3:14])[CH3:13])=[N:8][CH:9]=1)(=O)[CH3:2].Cl.[C:18]([O:22][NH2:23])([CH3:21])([CH3:20])[CH3:19], predict the reaction product. The product is: [C:18]([O:22][N:23]=[C:1]([C:4]1[N:5]=[CH:6][C:7]([NH:10][C:11](=[O:16])[C:12]([CH3:15])([CH3:14])[CH3:13])=[N:8][CH:9]=1)[CH3:2])([CH3:21])([CH3:20])[CH3:19]. (5) Given the reactants [CH3:1][C:2]1([CH3:9])[CH2:7][NH:6][C:5](=[O:8])C[CH2:3]1.P(Cl)(Cl)(Cl)(Cl)Cl.S(Cl)(Cl)(=O)=O.[CH:21]([Cl:24])(Cl)[Cl:22], predict the reaction product. The product is: [Cl:22][C:21]1([Cl:24])[CH2:1][C:2]([CH3:9])([CH3:3])[CH2:7][NH:6][C:5]1=[O:8]. (6) Given the reactants [F:1][C:2]1[CH:3]=[C:4]([CH:8]2[CH2:13][C:12](=[O:14])[CH2:11][C:10](=[O:15])[CH2:9]2)[CH:5]=[CH:6][CH:7]=1.[C:16]([O-])(=[O:18])[CH3:17].[Na+].C(C1C(=O)CC(C2C=CC(F)=CC=2)CC1=O)(=O)C, predict the reaction product. The product is: [C:16]([CH:11]1[C:10](=[O:15])[CH2:9][CH:8]([C:4]2[CH:5]=[CH:6][CH:7]=[C:2]([F:1])[CH:3]=2)[CH2:13][C:12]1=[O:14])(=[O:18])[CH3:17].